Regression. Given two drug SMILES strings and cell line genomic features, predict the synergy score measuring deviation from expected non-interaction effect. From a dataset of NCI-60 drug combinations with 297,098 pairs across 59 cell lines. (1) Drug 1: CC1=CC=C(C=C1)C2=CC(=NN2C3=CC=C(C=C3)S(=O)(=O)N)C(F)(F)F. Drug 2: CC1C(C(CC(O1)OC2CC(CC3=C2C(=C4C(=C3O)C(=O)C5=CC=CC=C5C4=O)O)(C(=O)C)O)N)O. Cell line: COLO 205. Synergy scores: CSS=61.1, Synergy_ZIP=0.274, Synergy_Bliss=2.27, Synergy_Loewe=-8.83, Synergy_HSA=4.02. (2) Drug 1: C1CCC(C1)C(CC#N)N2C=C(C=N2)C3=C4C=CNC4=NC=N3. Drug 2: CC1=CC2C(CCC3(C2CCC3(C(=O)C)OC(=O)C)C)C4(C1=CC(=O)CC4)C. Cell line: SW-620. Synergy scores: CSS=1.04, Synergy_ZIP=-0.129, Synergy_Bliss=-0.257, Synergy_Loewe=-8.15, Synergy_HSA=-4.42.